From a dataset of Full USPTO retrosynthesis dataset with 1.9M reactions from patents (1976-2016). Predict the reactants needed to synthesize the given product. (1) The reactants are: [Br:1][C:2]1[CH:7]=[CH:6][C:5]([CH3:8])=[CH:4][N:3]=1.C(Cl)(Cl)(Cl)Cl.C1C(=O)N([Br:21])C(=O)C1. Given the product [Br:1][C:2]1[CH:7]=[CH:6][C:5]([CH2:8][Br:21])=[CH:4][N:3]=1, predict the reactants needed to synthesize it. (2) Given the product [Cl:14][C:15]1[N:20]=[CH:19][C:18]([CH2:21][N:22]([CH:23]2[CH2:24][CH2:25][CH2:26][CH2:27][CH2:28]2)[C:6](=[O:11])[C:7]([F:8])([F:9])[F:10])=[CH:17][CH:16]=1, predict the reactants needed to synthesize it. The reactants are: [F:8][C:7]([F:10])([F:9])[C:6](O[C:6](=[O:11])[C:7]([F:10])([F:9])[F:8])=[O:11].[Cl:14][C:15]1[N:20]=[CH:19][C:18]([CH2:21][NH:22][CH:23]2[CH2:28][CH2:27][CH2:26][CH2:25][CH2:24]2)=[CH:17][CH:16]=1.C(N(CC)CC)C. (3) Given the product [F:1][C:2]1[CH:3]=[C:4]([C:8]2[C:12]([C:13]([N:39]3[CH2:38][CH2:37][N:36]([C:31]4[CH:32]=[CH:33][CH:34]=[CH:35][C:30]=4[F:29])[CH2:41][CH2:40]3)=[O:15])=[C:11]([CH3:16])[O:10][N:9]=2)[CH:5]=[CH:6][CH:7]=1, predict the reactants needed to synthesize it. The reactants are: [F:1][C:2]1[CH:3]=[C:4]([C:8]2[C:12]([C:13]([OH:15])=O)=[C:11]([CH3:16])[O:10][N:9]=2)[CH:5]=[CH:6][CH:7]=1.Cl.C(N=C=NCCCN(C)C)C.[F:29][C:30]1[CH:35]=[CH:34][CH:33]=[CH:32][C:31]=1[N:36]1[CH2:41][CH2:40][NH:39][CH2:38][CH2:37]1. (4) The reactants are: [N:1]1([C:7](=[O:19])[CH2:8][O:9][C:10]2[CH:15]=[CH:14][CH:13]=[C:12]([N+:16]([O-])=O)[CH:11]=2)[CH2:6][CH2:5][O:4][CH2:3][CH2:2]1. Given the product [NH2:16][C:12]1[CH:11]=[C:10]([CH:15]=[CH:14][CH:13]=1)[O:9][CH2:8][C:7]([N:1]1[CH2:2][CH2:3][O:4][CH2:5][CH2:6]1)=[O:19], predict the reactants needed to synthesize it. (5) Given the product [CH2:1]([C:3]1([CH2:17][CH3:18])[CH2:8][CH2:7][C:6]([B:19]2[O:23][C:22]([CH3:25])([CH3:24])[C:21]([CH3:27])([CH3:26])[O:20]2)=[CH:5][CH2:4]1)[CH3:2], predict the reactants needed to synthesize it. The reactants are: [CH2:1]([C:3]1([CH2:17][CH3:18])[CH2:8][CH2:7][C:6](OS(C(F)(F)F)(=O)=O)=[CH:5][CH2:4]1)[CH3:2].[B:19]1([B:19]2[O:23][C:22]([CH3:25])([CH3:24])[C:21]([CH3:27])([CH3:26])[O:20]2)[O:23][C:22]([CH3:25])([CH3:24])[C:21]([CH3:27])([CH3:26])[O:20]1.C([O-])(=O)C.[K+]. (6) Given the product [C:50]([O:34][C:32](=[O:33])[CH2:31][C:3](=[O:23])[C:4]1[CH:9]=[CH:8][CH:7]=[C:6]([N:10]2[C:14]([CH2:15][O:16][CH:17]3[CH2:22][CH2:21][CH2:20][CH2:19][O:18]3)=[N:13][CH:12]=[N:11]2)[CH:5]=1)([CH3:49])([CH3:51])[CH3:40], predict the reactants needed to synthesize it. The reactants are: CO[C:3](=[O:23])[C:4]1[CH:9]=[CH:8][CH:7]=[C:6]([N:10]2[C:14]([CH2:15][O:16][CH:17]3[CH2:22][CH2:21][CH2:20][CH2:19][O:18]3)=[N:13][CH:12]=[N:11]2)[CH:5]=1.N1(C2C=[C:31](C=CC=2)[C:32]([O:34]C)=[O:33])C=NC=N1.O.[C:40](OCC)(=O)[CH3:40].[CH3:49][CH2:50][CH2:51][CH2:49][CH2:50][CH3:51]. (7) Given the product [O:1]1[C:5]2[C:6]([CH2:10][NH2:12])=[CH:7][CH:8]=[CH:9][C:4]=2[CH2:3][CH2:2]1, predict the reactants needed to synthesize it. The reactants are: [O:1]1[C:5]2[C:6]([C:10]([NH2:12])=O)=[CH:7][CH:8]=[CH:9][C:4]=2[CH2:3][CH2:2]1.[BH4-].[Na+].II.CO. (8) Given the product [N:1]1([C:5]2[CH:6]=[C:7]([O:34][CH3:35])[C:8]([NH:14][C:15]3[N:20]=[C:19]([N:21]4[CH:25]=[C:24]([CH2:26][N:37]([CH3:38])[CH3:36])[C:23]([C:28]5[CH:33]=[CH:32][CH:31]=[CH:30][CH:29]=5)=[N:22]4)[CH:18]=[CH:17][N:16]=3)=[CH:9][C:10]=2[NH:11][C:7](=[O:34])[CH:6]=[CH2:5])[CH2:4][CH2:3][CH2:2]1, predict the reactants needed to synthesize it. The reactants are: [N:1]1([C:5]2[C:10]([N+:11]([O-])=O)=[CH:9][C:8]([NH:14][C:15]3[N:20]=[C:19]([N:21]4[CH:25]=[C:24]([CH:26]=O)[C:23]([C:28]5[CH:33]=[CH:32][CH:31]=[CH:30][CH:29]=5)=[N:22]4)[CH:18]=[CH:17][N:16]=3)=[C:7]([O:34][CH3:35])[CH:6]=2)[CH2:4][CH2:3][CH2:2]1.[CH3:36][NH:37][CH3:38]. (9) Given the product [Br:1][C:2]1[CH:3]=[C:4]([C@@:8]([NH:18][S@@:19]([C:21]([CH3:24])([CH3:23])[CH3:22])=[O:20])([CH2:11][C@H:12]([OH:17])[C:13]([F:15])([F:14])[F:16])[CH2:9][F:10])[CH:5]=[CH:6][CH:7]=1, predict the reactants needed to synthesize it. The reactants are: [Br:1][C:2]1[CH:3]=[C:4]([C@@:8]([NH:18][S@@:19]([C:21]([CH3:24])([CH3:23])[CH3:22])=[O:20])([CH2:11][C:12](=[O:17])[C:13]([F:16])([F:15])[F:14])[CH2:9][F:10])[CH:5]=[CH:6][CH:7]=1. (10) Given the product [Cl:21][C:22]1[CH:23]=[C:24]([CH:28]=[CH:29][N:30]=1)[C:25]([NH:20][C:13]1[C:14]2[C:19](=[CH:18][CH:17]=[CH:16][CH:15]=2)[C:10]([O:9][CH2:8][CH2:7][N:1]2[CH2:6][CH2:5][O:4][CH2:3][CH2:2]2)=[CH:11][CH:12]=1)=[O:26], predict the reactants needed to synthesize it. The reactants are: [N:1]1([CH2:7][CH2:8][O:9][C:10]2[C:19]3[C:14](=[CH:15][CH:16]=[CH:17][CH:18]=3)[C:13]([NH2:20])=[CH:12][CH:11]=2)[CH2:6][CH2:5][O:4][CH2:3][CH2:2]1.[Cl:21][C:22]1[CH:23]=[C:24]([CH:28]=[CH:29][N:30]=1)[C:25](Cl)=[O:26].CCN(C(C)C)C(C)C.